The task is: Regression. Given a peptide amino acid sequence and an MHC pseudo amino acid sequence, predict their binding affinity value. This is MHC class I binding data.. This data is from Peptide-MHC class I binding affinity with 185,985 pairs from IEDB/IMGT. (1) The MHC is HLA-C04:01 with pseudo-sequence HLA-C04:01. The binding affinity (normalized) is 0.213. The peptide sequence is YEHYFVFAA. (2) The MHC is HLA-A11:01 with pseudo-sequence HLA-A11:01. The peptide sequence is SRFTPQFLL. The binding affinity (normalized) is 0.00888. (3) The peptide sequence is YQNEVTPEY. The MHC is HLA-B35:01 with pseudo-sequence HLA-B35:01. The binding affinity (normalized) is 0.936. (4) The peptide sequence is MIKMFSQIDR. The MHC is HLA-A11:01 with pseudo-sequence HLA-A11:01. The binding affinity (normalized) is 0.238. (5) The peptide sequence is RSWNSGYDW. The MHC is HLA-B57:01 with pseudo-sequence HLA-B57:01. The binding affinity (normalized) is 1.000. (6) The peptide sequence is STSNPLGFFP. The MHC is HLA-A02:06 with pseudo-sequence HLA-A02:06. The binding affinity (normalized) is 0.516. (7) The peptide sequence is RVMANNVKK. The MHC is HLA-A11:01 with pseudo-sequence HLA-A11:01. The binding affinity (normalized) is 0.740.